Dataset: Reaction yield outcomes from USPTO patents with 853,638 reactions. Task: Predict the reaction yield, written as a fraction of the theoretical maximum amount of product (1.0 means a 100% yield; for example, 0.34 means a 34% yield). (1) The catalyst is ClCCl. The yield is 0.890. The reactants are [CH3:1][C:2]1[CH:7]=[CH:6][C:5]([S:8]([N:11]2[C:15]([C:16]3[CH:21]=[CH:20][CH:19]=[CH:18][CH:17]=3)=[CH:14][C:13]([CH:22]=O)=[CH:12]2)(=[O:10])=[O:9])=[CH:4][CH:3]=1.[C:24]1([CH:30]([NH2:37])[C:31]2[CH:36]=[CH:35][CH:34]=[CH:33][CH:32]=2)[CH:29]=[CH:28][CH:27]=[CH:26][CH:25]=1.C(O[BH-](OC(=O)C)OC(=O)C)(=O)C.[Na+]. The product is [CH3:1][C:2]1[CH:7]=[CH:6][C:5]([S:8]([N:11]2[C:15]([C:16]3[CH:21]=[CH:20][CH:19]=[CH:18][CH:17]=3)=[CH:14][C:13]([CH2:22][NH:37][CH:30]([C:24]3[CH:29]=[CH:28][CH:27]=[CH:26][CH:25]=3)[C:31]3[CH:36]=[CH:35][CH:34]=[CH:33][CH:32]=3)=[CH:12]2)(=[O:10])=[O:9])=[CH:4][CH:3]=1. (2) The reactants are [N:1]1[CH:6]=[C:5](B(O)O)[CH:4]=[N:3][CH:2]=1.Br[C:11]1[CH:12]=[C:13]2[C:19]([C:20]3[CH:25]=[CH:24][CH:23]=[CH:22][CH:21]=3)=[N:18][N:17](C3CCCCO3)[C:14]2=[CH:15][N:16]=1. No catalyst specified. The product is [C:20]1([C:19]2[C:13]3[C:14](=[CH:15][N:16]=[C:11]([C:5]4[CH:6]=[N:1][CH:2]=[N:3][CH:4]=4)[CH:12]=3)[NH:17][N:18]=2)[CH:21]=[CH:22][CH:23]=[CH:24][CH:25]=1. The yield is 0.250. (3) The reactants are [Cl:1][C:2]1[CH:7]=[C:6]([I:8])[CH:5]=[CH:4][C:3]=1[NH:9][C:10](=[O:37])[C@@H:11]([N:20]1[C:24](=[O:25])[C@@H:23]([C:26]2[CH:31]=[CH:30][C:29]([O:32][CH2:33][CH2:34][OH:35])=[CH:28][CH:27]=2)[NH:22][C:21]1=[O:36])[C@H:12]([C:14]1[CH:19]=[CH:18][CH:17]=[CH:16][CH:15]=1)[CH3:13]. The catalyst is CO. The product is [Cl:1][C:2]1[CH:7]=[C:6]([I:8])[CH:5]=[CH:4][C:3]=1[NH:9][C:10](=[O:37])[C@@H:11]([N:20]1[C:24](=[O:25])[C@H:23]([C:26]2[CH:27]=[CH:28][C:29]([O:32][CH2:33][CH2:34][OH:35])=[CH:30][CH:31]=2)[NH:22][C:21]1=[O:36])[C@H:12]([C:14]1[CH:19]=[CH:18][CH:17]=[CH:16][CH:15]=1)[CH3:13]. The yield is 0.290. (4) The reactants are [O:1]1[CH2:6][CH2:5][CH2:4][CH2:3][CH:2]1[N:7]1[CH:15]=[N:14][C:13]2[C:8]1=[N:9][CH:10]=[N:11][C:12]=2[O:16][C:17]1[CH:22]=[CH:21][C:20]([NH2:23])=[CH:19][CH:18]=1.[F:24][C:25]1[CH:30]=[CH:29][C:28]([NH:31][C:32]([C:34]2([C:37](O)=[O:38])[CH2:36][CH2:35]2)=[O:33])=[CH:27][CH:26]=1.CN(C(ON1N=NC2C=CC=NC1=2)=[N+](C)C)C.F[P-](F)(F)(F)(F)F.O. The catalyst is CN(C=O)C. The product is [F:24][C:25]1[CH:26]=[CH:27][C:28]([NH:31][C:32]([C:34]2([C:37]([NH:23][C:20]3[CH:21]=[CH:22][C:17]([O:16][C:12]4[N:11]=[CH:10][N:9]=[C:8]5[C:13]=4[N:14]=[CH:15][N:7]5[CH:2]4[CH2:3][CH2:4][CH2:5][CH2:6][O:1]4)=[CH:18][CH:19]=3)=[O:38])[CH2:36][CH2:35]2)=[O:33])=[CH:29][CH:30]=1. The yield is 0.830. (5) The reactants are [NH2:1][C:2]1[CH:3]=[CH:4][CH:5]=[C:6]2[C:11]=1[N:10]=[CH:9][CH:8]=[CH:7]2.[C:12]([C:14]1[N:19]=[CH:18][C:17]([S:20](Cl)(=O)=[O:21])=[CH:16][CH:15]=1)#[N:13]. The catalyst is CN(C1C=CN=CC=1)C. The product is [N:10]1[C:11]2[C:6](=[CH:5][CH:4]=[CH:3][C:2]=2[NH:1][S:20]([C:17]2[CH:18]=[N:19][C:14]([C:12]#[N:13])=[CH:15][CH:16]=2)=[O:21])[CH:7]=[CH:8][CH:9]=1. The yield is 0.250. (6) The reactants are [CH3:1][N:2]([CH3:18])[C:3]1[N:4]=[CH:5][C:6]2[N:11]=[C:10]([N:12]=[C:13](SC)SC)[S:9][C:7]=2[N:8]=1.Cl.Cl.[NH2:21][CH2:22][C@@:23]1([OH:31])[CH:28]2[CH2:29][CH2:30][N:25]([CH2:26][CH2:27]2)[CH2:24]1.C(=O)([O-])[O-].[Cs+].[Cs+].O. The catalyst is CN(C=O)C. The product is [CH3:1][N:2]([CH3:18])[C:3]1[N:4]=[CH:5][C:6]2[N:11]=[C:10]([NH:12][C:13]3[O:31][C@:23]4([CH2:22][N:21]=3)[CH:28]3[CH2:29][CH2:30][N:25]([CH2:26][CH2:27]3)[CH2:24]4)[S:9][C:7]=2[N:8]=1. The yield is 0.710. (7) The reactants are P(Cl)(Cl)(Cl)(Cl)Cl.O=P(Cl)(Cl)[Cl:9].O[C:13]1[CH:18]=[C:17]([CH3:19])[NH:16][C:15](=[O:20])[C:14]=1[C:21]#[N:22]. The catalyst is C(Cl)(Cl)Cl. The product is [Cl:9][C:13]1[CH:18]=[C:17]([CH3:19])[NH:16][C:15](=[O:20])[C:14]=1[C:21]#[N:22]. The yield is 0.272. (8) The reactants are [NH2:1][C:2]1[CH:24]=[CH:23][C:5]2[O:6][C@@H:7]([CH2:21][OH:22])[CH2:8][N:9]([S:10]([C:13]3[CH:14]=[C:15]([CH:18]=[CH:19][CH:20]=3)[C:16]#[N:17])(=[O:12])=[O:11])[C:4]=2[CH:3]=1.C(N(CC)C(C)C)(C)C.[Cl:34][C:35]1[CH:43]=[CH:42][CH:41]=[C:40]([F:44])[C:36]=1[C:37](Cl)=[O:38]. The catalyst is O1CCCC1.C(OCC)(=O)C. The product is [Cl:34][C:35]1[CH:43]=[CH:42][CH:41]=[C:40]([F:44])[C:36]=1[C:37]([NH:1][C:2]1[CH:24]=[CH:23][C:5]2[O:6][C@@H:7]([CH2:21][OH:22])[CH2:8][N:9]([S:10]([C:13]3[CH:20]=[CH:19][CH:18]=[C:15]([C:16]#[N:17])[CH:14]=3)(=[O:12])=[O:11])[C:4]=2[CH:3]=1)=[O:38]. The yield is 0.380.